This data is from Catalyst prediction with 721,799 reactions and 888 catalyst types from USPTO. The task is: Predict which catalyst facilitates the given reaction. (1) Reactant: [C:1]1([C@H:7]2[N:21]3[C:22]4[C:14]([C:15]5[C:20]3=[CH:19][CH:18]=[CH:17][C:16]=5[OH:23])=[CH:13][CH:12]=[CH:11][C:10]=4[O:9][CH2:8]2)[CH:6]=[CH:5][CH:4]=[CH:3][CH:2]=1.C(=O)([O-])[O-].[K+].[K+].Br[CH2:31][C:32]#[N:33]. Product: [C:1]1([C@H:7]2[N:21]3[C:22]4[C:14]([C:15]5[C:16]([O:23][CH2:31][C:32]#[N:33])=[CH:17][CH:18]=[CH:19][C:20]=53)=[CH:13][CH:12]=[CH:11][C:10]=4[O:9][CH2:8]2)[CH:2]=[CH:3][CH:4]=[CH:5][CH:6]=1. The catalyst class is: 3. (2) Reactant: [N+:1]([C:4]1[CH:9]=[CH:8][N+:7]([O-])=[C:6]([N:11]2[CH:15]=[N:14][CH:13]=[N:12]2)[CH:5]=1)([O-:3])=[O:2].P(Cl)(OCC)OCC.[OH-].[Na+]. Product: [N+:1]([C:4]1[CH:9]=[CH:8][N:7]=[C:6]([N:11]2[CH:15]=[N:14][CH:13]=[N:12]2)[CH:5]=1)([O-:3])=[O:2]. The catalyst class is: 22. (3) Reactant: [O:1]1[CH2:6][CH2:5][C:4](=O)[CH2:3][CH2:2]1.[Cl:8][C:9]1[CH:10]=[CH:11][C:12]([S:36]([CH2:39][CH3:40])(=[O:38])=[O:37])=[C:13]([CH:35]=1)[CH2:14][NH:15][C:16](=[O:34])[C:17]1[CH:22]=[CH:21][C:20]([CH2:23][N:24]2[CH2:29][CH2:28][NH:27][CH2:26][CH2:25]2)=[C:19]([C:30]([F:33])([F:32])[F:31])[CH:18]=1.C(O[BH-](OC(=O)C)OC(=O)C)(=O)C.[Na+]. Product: [Cl:8][C:9]1[CH:10]=[CH:11][C:12]([S:36]([CH2:39][CH3:40])(=[O:37])=[O:38])=[C:13]([CH:35]=1)[CH2:14][NH:15][C:16](=[O:34])[C:17]1[CH:22]=[CH:21][C:20]([CH2:23][N:24]2[CH2:29][CH2:28][N:27]([CH:4]3[CH2:5][CH2:6][O:1][CH2:2][CH2:3]3)[CH2:26][CH2:25]2)=[C:19]([C:30]([F:32])([F:31])[F:33])[CH:18]=1. The catalyst class is: 56. (4) Reactant: Cl[C:2]1[C:11]([C:12]#[N:13])=[CH:10][C:9]2[C:8](=[O:14])[CH2:7][C:6]([CH3:16])([CH3:15])[CH2:5][C:4]=2[N:3]=1.[C:17]1([N:23]2[CH2:28][CH2:27][NH:26][CH2:25][CH2:24]2)[CH:22]=[CH:21][CH:20]=[CH:19][CH:18]=1.C(N(CC)CC)C.O. Product: [CH3:15][C:6]1([CH3:16])[CH2:5][C:4]2[N:3]=[C:2]([N:26]3[CH2:27][CH2:28][N:23]([C:17]4[CH:22]=[CH:21][CH:20]=[CH:19][CH:18]=4)[CH2:24][CH2:25]3)[C:11]([C:12]#[N:13])=[CH:10][C:9]=2[C:8](=[O:14])[CH2:7]1. The catalyst class is: 8. (5) Reactant: C([N:8]1[C:17](=[O:18])[C:16]2[C:11](=[CH:12][CH:13]=[C:14]([C:19]([O:21][CH3:22])=[O:20])[CH:15]=2)[N:10]([CH3:23])[C:9]1=[O:24])C1C=CC=CC=1.C(N1C(=O)C2C(=CC=C(C(O)=O)C=2)N(C)C1=O)C1C=CC=CC=1.[Al+3].[Cl-].[Cl-].[Cl-]. Product: [CH3:23][N:10]1[C:11]2[C:16](=[CH:15][C:14]([C:19]([O:21][CH3:22])=[O:20])=[CH:13][CH:12]=2)[C:17](=[O:18])[NH:8][C:9]1=[O:24]. The catalyst class is: 48. (6) Reactant: [Cl:1][C:2]1[CH:3]=[C:4]([N+:12]([O-:14])=[O:13])[C:5]([CH3:11])=[C:6]([CH:10]=1)[C:7]([OH:9])=[O:8].[C:15](=O)([O-])[O-].[Na+].[Na+].CI. Product: [Cl:1][C:2]1[CH:3]=[C:4]([N+:12]([O-:14])=[O:13])[C:5]([CH3:11])=[C:6]([CH:10]=1)[C:7]([O:9][CH3:15])=[O:8]. The catalyst class is: 3. (7) Reactant: Br[C:2]1[CH:3]=[C:4]([CH:12]=[CH:13][C:14]=1[F:15])[O:5][CH:6]1[CH2:11][CH2:10][CH2:9][CH2:8][O:7]1.[B:16]1([B:16]2[O:20][C:19]([CH3:22])([CH3:21])[C:18]([CH3:24])([CH3:23])[O:17]2)[O:20][C:19]([CH3:22])([CH3:21])[C:18]([CH3:24])([CH3:23])[O:17]1.C([O-])(=O)C.[K+]. Product: [F:15][C:14]1[CH:13]=[CH:12][C:4]([O:5][CH:6]2[CH2:11][CH2:10][CH2:9][CH2:8][O:7]2)=[CH:3][C:2]=1[B:16]1[O:20][C:19]([CH3:22])([CH3:21])[C:18]([CH3:24])([CH3:23])[O:17]1. The catalyst class is: 3. (8) Reactant: [CH3:1][N:2]1[CH2:7][CH2:6][CH:5]([O:8][CH:9]([C:19]2[CH:24]=[CH:23][CH:22]=[C:21]([C:25]3[N:26](COCC[Si](C)(C)C)[N:27]=[CH:28][CH:29]=3)[CH:20]=2)[C:10]2[S:11][C:12]3[CH:18]=[CH:17][CH:16]=[CH:15][C:13]=3[N:14]=2)[CH2:4][CH2:3]1.[OH-].[Na+]. Product: [CH3:1][N:2]1[CH2:3][CH2:4][CH:5]([O:8][CH:9]([C:19]2[CH:24]=[CH:23][CH:22]=[C:21]([C:25]3[NH:26][N:27]=[CH:28][CH:29]=3)[CH:20]=2)[C:10]2[S:11][C:12]3[CH:18]=[CH:17][CH:16]=[CH:15][C:13]=3[N:14]=2)[CH2:6][CH2:7]1. The catalyst class is: 126. (9) Reactant: O1CCCC1.[F:6][C:7]1[CH:24]=[CH:23][CH:22]=[CH:21][C:8]=1[O:9][C:10]1[CH:15]=[CH:14][C:13]([CH2:16][C:17](Cl)=[N:18][OH:19])=[CH:12][CH:11]=1.[C:25]([C:27]1[C:28]([NH2:34])=[N:29][C:30]([NH2:33])=[CH:31][CH:32]=1)#[CH:26].C(N(CC)CC)C. Product: [F:6][C:7]1[CH:24]=[CH:23][CH:22]=[CH:21][C:8]=1[O:9][C:10]1[CH:15]=[CH:14][C:13]([CH2:16][C:17]2[CH:26]=[C:25]([C:27]3[C:28]([NH2:34])=[N:29][C:30]([NH2:33])=[CH:31][CH:32]=3)[O:19][N:18]=2)=[CH:12][CH:11]=1. The catalyst class is: 6. (10) Reactant: [Cl:1][C:2]1[CH:3]=[CH:4][C:5]([O:15][CH2:16][C:17]2[CH:22]=[CH:21][C:20]([Br:23])=[CH:19][C:18]=2[F:24])=[C:6]([C:8](=O)[CH2:9][CH2:10][C:11](=O)[CH3:12])[CH:7]=1.[CH3:25][O:26][C:27](=[O:36])[C:28]1[CH:33]=[C:32]([OH:34])[CH:31]=[C:30]([NH2:35])[CH:29]=1.CC1C=CC(S(O)(=O)=O)=CC=1. Product: [CH3:25][O:26][C:27](=[O:36])[C:28]1[CH:33]=[C:32]([OH:34])[CH:31]=[C:30]([N:35]2[C:11]([CH3:12])=[CH:10][CH:9]=[C:8]2[C:6]2[CH:7]=[C:2]([Cl:1])[CH:3]=[CH:4][C:5]=2[O:15][CH2:16][C:17]2[CH:22]=[CH:21][C:20]([Br:23])=[CH:19][C:18]=2[F:24])[CH:29]=1. The catalyst class is: 291.